This data is from Peptide-MHC class I binding affinity with 185,985 pairs from IEDB/IMGT. The task is: Regression. Given a peptide amino acid sequence and an MHC pseudo amino acid sequence, predict their binding affinity value. This is MHC class I binding data. (1) The peptide sequence is AGAAALRPFA. The MHC is Mamu-B52 with pseudo-sequence Mamu-B52. The binding affinity (normalized) is 0.777. (2) The peptide sequence is RMMATKDSF. The MHC is HLA-C14:02 with pseudo-sequence HLA-C14:02. The binding affinity (normalized) is 0.532. (3) The peptide sequence is AIIRILQQL. The MHC is HLA-A29:02 with pseudo-sequence HLA-A29:02. The binding affinity (normalized) is 0. (4) The peptide sequence is LSKSEFNTY. The MHC is HLA-A01:01 with pseudo-sequence HLA-A01:01. The binding affinity (normalized) is 0.218.